The task is: Predict the reactants needed to synthesize the given product.. This data is from Full USPTO retrosynthesis dataset with 1.9M reactions from patents (1976-2016). (1) Given the product [C:2]([C:6]1[S:10][C:9]([CH:11]2[CH2:16][CH:15]([C:17]([O:19][CH3:20])=[O:18])[CH2:14][CH2:13][N:12]2[C:31]([O:33][CH3:34])=[O:32])=[CH:8][CH:7]=1)([CH3:5])([CH3:3])[CH3:4], predict the reactants needed to synthesize it. The reactants are: Cl.[C:2]([C:6]1[S:10][C:9]([CH:11]2[CH2:16][CH:15]([C:17]([O:19][CH3:20])=[O:18])[CH2:14][CH2:13][NH:12]2)=[CH:8][CH:7]=1)([CH3:5])([CH3:4])[CH3:3].CCN(C(C)C)C(C)C.Cl[C:31]([O:33][CH3:34])=[O:32]. (2) Given the product [CH:2]([C:3]1[N:4]2[C:8]([C:9]([C:12]([O:14][CH3:15])=[O:13])=[CH:10][CH:11]=1)=[CH:7][CH:6]=[CH:5]2)=[O:1], predict the reactants needed to synthesize it. The reactants are: [OH:1][CH2:2][C:3]1[N:4]2[C:8]([C:9]([C:12]([O:14][CH3:15])=[O:13])=[CH:10][CH:11]=1)=[CH:7][CH:6]=[CH:5]2. (3) The reactants are: [F:1][C:2]1[CH:3]=[C:4]2[C:8](=[CH:9][C:10]=1OS(C(F)(F)F)(=O)=O)[N:7]([S:19]([CH3:22])(=[O:21])=[O:20])[CH:6]=[CH:5]2.C1(C([PH2]=O)CCC2C=CC=CC=2)C=CC=CC=1.CN(C)[CH:42]=[O:43].[CH3:45][OH:46]. Given the product [F:1][C:2]1[CH:3]=[C:4]2[C:8](=[CH:9][C:10]=1[C:45]([O:43][CH3:42])=[O:46])[N:7]([S:19]([CH3:22])(=[O:21])=[O:20])[CH:6]=[CH:5]2, predict the reactants needed to synthesize it. (4) The reactants are: [Br:1][C:2]1[CH:19]=[CH:18][C:5]([CH2:6][N:7]2[CH:12]=[CH:11][CH:10]=[C:9]([C:13]([O:15]C)=[O:14])[C:8]2=[O:17])=[CH:4][CH:3]=1.[OH-].[Na+]. Given the product [Br:1][C:2]1[CH:3]=[CH:4][C:5]([CH2:6][N:7]2[CH:12]=[CH:11][CH:10]=[C:9]([C:13]([OH:15])=[O:14])[C:8]2=[O:17])=[CH:18][CH:19]=1, predict the reactants needed to synthesize it. (5) Given the product [NH2:34][C@@H:26]([C:3]1[CH:4]=[CH:5][C:6]([O:8][CH2:9][CH2:10][CH2:11][CH:12]2[CH2:17][CH2:16][N:15]([C:18]3[O:22][N:21]=[C:20]([CH:23]([CH3:24])[CH3:25])[N:19]=3)[CH2:14][CH2:13]2)=[CH:7][C:2]=1[F:1])[C:27]([N:29]1[CH2:30][CH2:31][CH2:32][CH2:33]1)=[O:28], predict the reactants needed to synthesize it. The reactants are: [F:1][C:2]1[CH:7]=[C:6]([O:8][CH2:9][CH2:10][CH2:11][CH:12]2[CH2:17][CH2:16][N:15]([C:18]3[O:22][N:21]=[C:20]([CH:23]([CH3:25])[CH3:24])[N:19]=3)[CH2:14][CH2:13]2)[CH:5]=[CH:4][C:3]=1[CH:26]([NH:34]C1C=CC(OC)=CC=1)[C:27]([N:29]1[CH2:33][CH2:32][CH2:31][CH2:30]1)=[O:28].[O-]S([O-])(=S)=O.[Na+].[Na+].